From a dataset of Reaction yield outcomes from USPTO patents with 853,638 reactions. Predict the reaction yield, written as a fraction of the theoretical maximum amount of product (1.0 means a 100% yield; for example, 0.34 means a 34% yield). (1) The reactants are C1([NH:7][C:8]([C:10]2[C:11](=[O:23])[N:12]([CH3:22])[C:13]3[C:18]([C:19]=2[Cl:20])=[CH:17][C:16](O)=[CH:15][CH:14]=3)=O)CCCCC1.P(Cl)(Cl)([Cl:26])=O. No catalyst specified. The product is [Cl:20][C:19]1[C:18]2[C:13](=[CH:14][CH:15]=[C:16]([Cl:26])[CH:17]=2)[N:12]([CH3:22])[C:11](=[O:23])[C:10]=1[C:8]#[N:7]. The yield is 0.480. (2) The reactants are FC(F)O[C:4]1[CH:9]=[CH:8][C:7]([CH:10]([C:12]2([C:18]3[CH:23]=[CH:22][CH:21]=[C:20]([C:24]([F:27])([F:26])[F:25])[CH:19]=3)SCCCS2)[OH:11])=[CH:6][C:5]=1[CH3:28].[F:30][C:31](F)([F:49])C(OC1C(OC(=O)C(F)(F)F)=C(I)C=CC=1)=O.CC[O:53]C(C)=O.CCCCCC.CCOC(C)=O.[OH2:69]. The catalyst is C(#N)C. The product is [F:30][CH:31]([F:49])[O:69][C:21]1[CH:22]=[CH:23][C:18]([CH:12]([OH:53])[C:10]([C:7]2[CH:8]=[CH:9][CH:4]=[C:5]([CH3:28])[CH:6]=2)=[O:11])=[CH:19][C:20]=1[C:24]([F:27])([F:26])[F:25]. The yield is 0.320. (3) The reactants are [P:1]([O:13][CH2:14][CH2:15][N:16]([CH2:18][CH2:19][C@@H:20]([NH:29][C:30]1[CH:35]=[CH:34][C:33]([S:36](=[O:68])(=[O:67])[NH:37][C:38](=[O:66])[C:39]2[CH:44]=[CH:43][C:42]([N:45]3[CH2:50][CH2:49][CH:48]([C@H:51]([C:53]4[CH:58]=[CH:57][CH:56]=[CH:55][C:54]=4[C:59]4[CH:64]=[CH:63][C:62]([Cl:65])=[CH:61][CH:60]=4)[OH:52])[CH2:47][CH2:46]3)=[CH:41][CH:40]=2)=[CH:32][C:31]=1[S:69]([C:72]([F:75])([F:74])[F:73])(=[O:71])=[O:70])[CH2:21][S:22][C:23]1[CH:28]=[CH:27][CH:26]=[CH:25][CH:24]=1)[CH3:17])([O:8]C(C)(C)C)([O:3]C(C)(C)C)=[O:2].Cl. The catalyst is C(Cl)Cl.CO. The product is [ClH:65].[P:1]([OH:8])([OH:3])([O:13][CH2:14][CH2:15][N:16]([CH2:18][CH2:19][C@@H:20]([NH:29][C:30]1[CH:35]=[CH:34][C:33]([S:36](=[O:68])(=[O:67])[NH:37][C:38](=[O:66])[C:39]2[CH:40]=[CH:41][C:42]([N:45]3[CH2:50][CH2:49][CH:48]([C@H:51]([C:53]4[CH:58]=[CH:57][CH:56]=[CH:55][C:54]=4[C:59]4[CH:60]=[CH:61][C:62]([Cl:65])=[CH:63][CH:64]=4)[OH:52])[CH2:47][CH2:46]3)=[CH:43][CH:44]=2)=[CH:32][C:31]=1[S:69]([C:72]([F:73])([F:75])[F:74])(=[O:70])=[O:71])[CH2:21][S:22][C:23]1[CH:28]=[CH:27][CH:26]=[CH:25][CH:24]=1)[CH3:17])=[O:2]. The yield is 0.950. (4) The reactants are [CH3:1][C@H:2]1[CH2:6][CH2:5][CH2:4][N:3]1[C:7]1[C:8](OS(C(F)(F)F)(=O)=O)=[N:9][C:10]2[C:15]([N:16]=1)=[CH:14][C:13]([C:17]([O:19][CH3:20])=[O:18])=[CH:12][CH:11]=2.[F:29][C:30]1[CH:35]=[C:34]([F:36])[CH:33]=[CH:32][C:31]=1B(O)O.[O-]P([O-])([O-])=O.[K+].[K+].[K+]. The catalyst is O1CCOCC1.O.C1C=CC([P]([Pd]([P](C2C=CC=CC=2)(C2C=CC=CC=2)C2C=CC=CC=2)([P](C2C=CC=CC=2)(C2C=CC=CC=2)C2C=CC=CC=2)[P](C2C=CC=CC=2)(C2C=CC=CC=2)C2C=CC=CC=2)(C2C=CC=CC=2)C2C=CC=CC=2)=CC=1. The product is [F:29][C:30]1[CH:35]=[C:34]([F:36])[CH:33]=[CH:32][C:31]=1[C:8]1[C:7]([N:3]2[CH2:4][CH2:5][CH2:6][C@@H:2]2[CH3:1])=[N:16][C:15]2[C:10](=[CH:11][CH:12]=[C:13]([C:17]([O:19][CH3:20])=[O:18])[CH:14]=2)[N:9]=1. The yield is 0.840. (5) The reactants are [CH:1]([C:3]1[CH:4]=[C:5]([C:9]2[CH:16]=[CH:15][C:12]([C:13]#[N:14])=[CH:11][CH:10]=2)[CH:6]=[N:7][CH:8]=1)=O.[CH2:17]([S:19]([NH2:22])(=[O:21])=[O:20])[CH3:18].[NH4+].[Cl-].[C:25]1([CH3:31])C=CC=C[CH:26]=1. The catalyst is C(OCC)(=O)C.[Cl-].[Na+].O.CC(C)[O-].[Ti+4].CC(C)[O-].CC(C)[O-].CC(C)[O-]. The product is [C:13]([C:12]1[CH:15]=[CH:16][C:9]([C:5]2[CH:4]=[C:3]([CH:1]([CH:31]3[CH2:25][CH2:26]3)[NH:22][S:19]([CH2:17][CH3:18])(=[O:21])=[O:20])[CH:8]=[N:7][CH:6]=2)=[CH:10][CH:11]=1)#[N:14]. The yield is 0.510. (6) The reactants are [NH2:1][C:2]1[C:11]2[C:6](=[CH:7][CH:8]=[CH:9][CH:10]=2)[CH:5]=[CH:4][C:3]=1[C:12]([OH:21])([C:17]([F:20])([F:19])[F:18])[C:13]([F:16])([F:15])[F:14].[CH2:22]([CH:24]([CH2:28][CH3:29])[C:25](Cl)=[O:26])[CH3:23]. No catalyst specified. The product is [CH2:22]([CH:24]([CH2:28][CH3:29])[C:25]([NH:1][C:2]1[C:11]2[C:6](=[CH:7][CH:8]=[CH:9][CH:10]=2)[CH:5]=[CH:4][C:3]=1[C:12]([OH:21])([C:13]([F:14])([F:15])[F:16])[C:17]([F:18])([F:19])[F:20])=[O:26])[CH3:23]. The yield is 0.100. (7) The reactants are C([NH:9][C:10]([NH:12][C:13]1[CH:18]=[C:17]([O:19][CH2:20][C:21]2[CH:26]=[CH:25][CH:24]=[CH:23][CH:22]=2)[C:16]([Br:27])=[CH:15][N:14]=1)=[S:11])(=O)C1C=CC=CC=1.[OH-].[Na+]. The product is [CH2:20]([O:19][C:17]1[C:16]([Br:27])=[CH:15][N:14]=[C:13]([NH:12][C:10]([NH2:9])=[S:11])[CH:18]=1)[C:21]1[CH:26]=[CH:25][CH:24]=[CH:23][CH:22]=1. The yield is 0.339. The catalyst is C1COCC1. (8) The reactants are [Cl:1][CH:2]([Cl:17])[S:3][C:4]1[C:13](=[O:14])[C:12]2[C:7](=[CH:8][C:9]([F:15])=[CH:10][CH:11]=2)[N:6]([CH3:16])[CH:5]=1.C1C=C(Cl)C=C(C(OO)=[O:26])C=1. The catalyst is C(Cl)Cl. The product is [Cl:17][CH:2]([Cl:1])[S:3]([C:4]1[C:13](=[O:14])[C:12]2[C:7](=[CH:8][C:9]([F:15])=[CH:10][CH:11]=2)[N:6]([CH3:16])[CH:5]=1)=[O:26]. The yield is 0.500. (9) The reactants are [CH3:1][O:2][C:3]1[C:7]2[C:8](=[O:25])[N:9]([CH2:16][C:17](=[O:24])[C:18]3[CH:23]=[CH:22][CH:21]=[CH:20][CH:19]=3)[C:10]3[CH:11]=[CH:12][CH:13]=[CH:14][C:15]=3[C:6]=2[N:5]([CH3:26])[C:4]=1[C:27]([NH:29][CH:30]1[CH2:35][CH2:34][NH:33][CH2:32][CH2:31]1)=[O:28].I[C:37]1[CH:42]=[CH:41][CH:40]=[CH:39][CH:38]=1.CC(C1C=C(C(C)C)C(C2C=CC=CC=2P(C2CCCCC2)C2CCCCC2)=C(C(C)C)C=1)C.CC(C)([O-])C.[Na+]. The catalyst is C(O)(C)(C)C.O.C1C=CC(/C=C/C(/C=C/C2C=CC=CC=2)=O)=CC=1.C1C=CC(/C=C/C(/C=C/C2C=CC=CC=2)=O)=CC=1.C1C=CC(/C=C/C(/C=C/C2C=CC=CC=2)=O)=CC=1.[Pd].[Pd]. The product is [CH3:1][O:2][C:3]1[C:7]2[C:8](=[O:25])[N:9]([CH2:16][C:17](=[O:24])[C:18]3[CH:23]=[CH:22][CH:21]=[CH:20][CH:19]=3)[C:10]3[CH:11]=[CH:12][CH:13]=[CH:14][C:15]=3[C:6]=2[N:5]([CH3:26])[C:4]=1[C:27]([NH:29][CH:30]1[CH2:31][CH2:32][N:33]([C:37]2[CH:42]=[CH:41][CH:40]=[CH:39][CH:38]=2)[CH2:34][CH2:35]1)=[O:28]. The yield is 0.300.